This data is from Forward reaction prediction with 1.9M reactions from USPTO patents (1976-2016). The task is: Predict the product of the given reaction. (1) Given the reactants [N+:1]([C:4]1[CH:9]=[CH:8][C:7]([C:10]2[O:11][CH:12]=[CH:13][CH:14]=2)=[CH:6][CH:5]=1)([O-])=O.O, predict the reaction product. The product is: [O:11]1[CH:12]=[CH:13][CH:14]=[C:10]1[C:7]1[CH:8]=[CH:9][C:4]([NH2:1])=[CH:5][CH:6]=1. (2) Given the reactants [Cl:1][CH2:2][C:3]1[CH:11]=[CH:10][C:6]([C:7](Cl)=[O:8])=[CH:5][CH:4]=1.[CH:12]1([NH2:15])[CH2:14][CH2:13]1.CCN(C(C)C)C(C)C.C(OCC)(=O)C, predict the reaction product. The product is: [Cl:1][CH2:2][C:3]1[CH:11]=[CH:10][C:6]([C:7]([NH:15][CH:12]2[CH2:14][CH2:13]2)=[O:8])=[CH:5][CH:4]=1. (3) Given the reactants C([O:8][C:9]([C:11]1([C:14]([NH:16][C:17]2[CH:22]=[CH:21][C:20]([O:23][C:24]3[CH:29]=[CH:28][N:27]=[C:26]([NH:30][C:31]([N:33]([CH3:41])[CH:34]4[CH2:39][CH2:38][N:37]([CH3:40])[CH2:36][CH2:35]4)=[O:32])[CH:25]=3)=[CH:19][C:18]=2[F:42])=[O:15])[CH2:13][CH2:12]1)=[O:10])C1C=CC=CC=1.CO, predict the reaction product. The product is: [F:42][C:18]1[CH:19]=[C:20]([O:23][C:24]2[CH:29]=[CH:28][N:27]=[C:26]([NH:30][C:31]([N:33]([CH3:41])[CH:34]3[CH2:39][CH2:38][N:37]([CH3:40])[CH2:36][CH2:35]3)=[O:32])[CH:25]=2)[CH:21]=[CH:22][C:17]=1[NH:16][C:14]([C:11]1([C:9]([OH:10])=[O:8])[CH2:13][CH2:12]1)=[O:15]. (4) Given the reactants [N+:1]([C:4]1[CH:9]=[CH:8][C:7]([S:10][O:11][S:12][C:13]2[CH:18]=[CH:17][C:16]([N+:19]([O-])=O)=[C:15]([C:22]3[CH:27]=[CH:26][CH:25]=[CH:24][CH:23]=3)[C:14]=2[C:28]([O:30][CH2:31][CH3:32])=[O:29])=[C:6]([C:33]([O:35][CH2:36][CH3:37])=[O:34])[C:5]=1[C:38]1[CH:43]=[CH:42][CH:41]=[CH:40][CH:39]=1)([O-])=O.O.NN, predict the reaction product. The product is: [NH2:19][C:16]1[CH:17]=[CH:18][C:13]([S:12][O:11][S:10][C:7]2[CH:8]=[CH:9][C:4]([NH2:1])=[C:5]([C:38]3[CH:39]=[CH:40][CH:41]=[CH:42][CH:43]=3)[C:6]=2[C:33]([O:35][CH2:36][CH3:37])=[O:34])=[C:14]([C:28]([O:30][CH2:31][CH3:32])=[O:29])[C:15]=1[C:22]1[CH:23]=[CH:24][CH:25]=[CH:26][CH:27]=1. (5) Given the reactants C([O:5][C:6](=O)[NH:7][C:8]1[S:9][C:10]2[C:16]([C:17]3[CH:22]=[CH:21][CH:20]=[CH:19][CH:18]=3)=[CH:15][CH:14]=[C:13]([O:23][CH3:24])[C:11]=2[N:12]=1)(C)(C)C.[CH3:26][N:27]([C:29]1[CH:34]=[CH:33][CH:32]=[CH:31][N:30]=1)C.[ClH:35].[CH3:36]CO, predict the reaction product. The product is: [ClH:35].[CH3:24][O:23][C:13]1[C:11]2[N:12]=[C:8]([N:7]([CH3:36])[C:6](=[O:5])[N:27]([CH3:26])[C:29]3[CH:34]=[CH:33][CH:32]=[CH:31][N:30]=3)[S:9][C:10]=2[C:16]([C:17]2[CH:22]=[CH:21][CH:20]=[CH:19][CH:18]=2)=[CH:15][CH:14]=1. (6) Given the reactants [C:1]1([C:20]2[CH:25]=[CH:24][CH:23]=[CH:22][CH:21]=2)[CH:6]=[CH:5][C:4]([N:7]2[C:19]3[CH:18]=[CH:17][CH:16]=[CH:15][C:14]=3[C:13]3[C:8]2=[CH:9][CH:10]=[CH:11][CH:12]=3)=[CH:3][CH:2]=1.[I:26]N1C(=O)CCC1=O.CC(C)=O.CCCCCC, predict the reaction product. The product is: [I:26][C:16]1[CH:17]=[CH:18][C:19]2[N:7]([C:4]3[CH:5]=[CH:6][C:1]([C:20]4[CH:21]=[CH:22][CH:23]=[CH:24][CH:25]=4)=[CH:2][CH:3]=3)[C:8]3[C:13]([C:14]=2[CH:15]=1)=[CH:12][CH:11]=[CH:10][CH:9]=3. (7) Given the reactants N#N.[OH:3][C:4]1[CH:9]=[CH:8][C:7]([N+:10]([O-:12])=[O:11])=[CH:6][C:5]=1[NH:13][C:14](=[O:20])[O:15][C:16]([CH3:19])([CH3:18])[CH3:17].[CH2:21](O)[C:22]1[CH:27]=[CH:26][CH:25]=[CH:24][CH:23]=1.C1(P(C2C=CC=CC=2)C2C=CC=CC=2)C=CC=CC=1.N(C(OCC)=O)=NC(OCC)=O, predict the reaction product. The product is: [CH2:21]([O:3][C:4]1[CH:9]=[CH:8][C:7]([N+:10]([O-:12])=[O:11])=[CH:6][C:5]=1[NH:13][C:14](=[O:20])[O:15][C:16]([CH3:17])([CH3:19])[CH3:18])[C:22]1[CH:27]=[CH:26][CH:25]=[CH:24][CH:23]=1. (8) Given the reactants [Cl:1][C:2]1[CH:7]=[CH:6][C:5]([CH:8]2[CH2:13][NH:12][C:11](=[O:14])[C:10]3[S:15][C:16]([N:20]4[CH2:25][CH2:24][O:23][CH2:22][CH2:21]4)=[C:17]([CH:18]=[O:19])[C:9]2=3)=[CH:4][CH:3]=1.CO.[BH4-].[Na+], predict the reaction product. The product is: [Cl:1][C:2]1[CH:7]=[CH:6][C:5]([CH:8]2[CH2:13][NH:12][C:11](=[O:14])[C:10]3[S:15][C:16]([N:20]4[CH2:25][CH2:24][O:23][CH2:22][CH2:21]4)=[C:17]([CH2:18][OH:19])[C:9]2=3)=[CH:4][CH:3]=1. (9) Given the reactants [NH2:1][C:2]1[NH:6][N:5]=[C:4]([NH:7][C:8]2[CH:9]=[N:10][CH:11]=[CH:12][CH:13]=2)[C:3]=1[C:14]#[N:15].C(=O)([O-])[O-:17].[K+].[K+].OO, predict the reaction product. The product is: [NH2:1][C:2]1[NH:6][N:5]=[C:4]([NH:7][C:8]2[CH:9]=[N:10][CH:11]=[CH:12][CH:13]=2)[C:3]=1[C:14]([NH2:15])=[O:17]. (10) Given the reactants C[Si]([N-][Si](C)(C)C)(C)C.[K+].[C:11]([C:14]1[CH:19]=[CH:18][CH:17]=[CH:16][CH:15]=1)(=[O:13])[CH3:12].[C:20](OCC)(=[O:26])[C:21]([O:23][CH2:24][CH3:25])=[O:22], predict the reaction product. The product is: [OH:26][C:20](=[CH:12][C:11](=[O:13])[C:14]1[CH:19]=[CH:18][CH:17]=[CH:16][CH:15]=1)[C:21]([O:23][CH2:24][CH3:25])=[O:22].